This data is from Catalyst prediction with 721,799 reactions and 888 catalyst types from USPTO. The task is: Predict which catalyst facilitates the given reaction. (1) Reactant: Cl[C:2]1[N:7]=[CH:6][C:5]2[N:8]=[C:9]([C@H:17]([O:19][CH:20]3[CH2:25][CH2:24][CH2:23][CH2:22][O:21]3)[CH3:18])[N:10]([C@@H:11]([CH3:16])[C:12]([F:15])([F:14])[F:13])[C:4]=2[CH:3]=1.[CH3:26][S:27]([C:30]([CH3:41])([CH3:40])[CH2:31][O:32][C:33]1[N:38]=[C:37]([NH2:39])[CH:36]=[CH:35][N:34]=1)(=[O:29])=[O:28].C1(P(C2CCCCC2)C2C=CC=CC=2C2C(C(C)C)=CC(C(C)C)=CC=2C(C)C)CCCCC1.C(=O)([O-])[O-].[Cs+].[Cs+]. Product: [CH3:26][S:27]([C:30]([CH3:41])([CH3:40])[CH2:31][O:32][C:33]1[N:38]=[C:37]([NH:39][C:2]2[N:7]=[CH:6][C:5]3[N:8]=[C:9]([C@H:17]([O:19][CH:20]4[CH2:25][CH2:24][CH2:23][CH2:22][O:21]4)[CH3:18])[N:10]([C@@H:11]([CH3:16])[C:12]([F:15])([F:14])[F:13])[C:4]=3[CH:3]=2)[CH:36]=[CH:35][N:34]=1)(=[O:28])=[O:29]. The catalyst class is: 102. (2) Reactant: [CH2:1]([O:4][C:5]([N:7]1[C@@H:12]([CH3:13])[CH:11]=[C:10]([C:14]2[N:15]=[C:16]([S:19][C:20]3[C@H:26]([CH3:27])[C@H:25]4[N:22]([C:23](=[O:35])[C@@H:24]4[C@H:28]([O:30][Si](C)(C)C)[CH3:29])[C:21]=3[C:36]([O:38][CH2:39][CH:40]=[CH2:41])=[O:37])[S:17][CH:18]=2)[CH2:9][CH2:8]1)=[O:6])[CH:2]=[CH2:3].O.Cl.C(=O)([O-])O.[Na+]. Product: [CH2:1]([O:4][C:5]([N:7]1[C@@H:12]([CH3:13])[CH:11]=[C:10]([C:14]2[N:15]=[C:16]([S:19][C:20]3[C@H:26]([CH3:27])[C@H:25]4[N:22]([C:23](=[O:35])[C@@H:24]4[C@H:28]([OH:30])[CH3:29])[C:21]=3[C:36]([O:38][CH2:39][CH:40]=[CH2:41])=[O:37])[S:17][CH:18]=2)[CH2:9][CH2:8]1)=[O:6])[CH:2]=[CH2:3]. The catalyst class is: 1. (3) Reactant: [Cl:1][C:2]1[CH:3]=[C:4]2[C:8](=[CH:9][C:10]=1[Cl:11])[C:7](=O)[N:6]([C:13]1[C:14]([CH3:35])=[C:15]([CH3:34])[C:16]3[O:20][C:19]([CH3:22])([CH3:21])[CH:18]([C:23]4[CH:28]=[CH:27][C:26]([CH:29]([CH3:31])[CH3:30])=[CH:25][CH:24]=4)[C:17]=3[C:32]=1[CH3:33])[C:5]2=O. Product: [Cl:11][C:10]1[CH:9]=[C:8]2[C:4](=[CH:3][C:2]=1[Cl:1])[CH2:5][N:6]([C:13]1[C:14]([CH3:35])=[C:15]([CH3:34])[C:16]3[O:20][C:19]([CH3:21])([CH3:22])[CH:18]([C:23]4[CH:28]=[CH:27][C:26]([CH:29]([CH3:31])[CH3:30])=[CH:25][CH:24]=4)[C:17]=3[C:32]=1[CH3:33])[CH2:7]2. The catalyst class is: 81. (4) The catalyst class is: 107. Reactant: [Br:1][C:2]1[CH:3]=[C:4]([C:9]([OH:11])=[O:10])[C:5](Cl)=[N:6][CH:7]=1.[N:12]1([CH2:17][CH2:18]O)[CH:16]=[CH:15][N:14]=[CH:13]1.CC(C)([O-:23])C.[Na+]. Product: [Br:1][C:2]1[CH:3]=[C:4]([C:9]([OH:11])=[O:10])[C:5]([O:23][CH:17]([N:12]2[CH:16]=[CH:15][N:14]=[CH:13]2)[CH3:18])=[N:6][CH:7]=1. (5) Reactant: C(#N)C.[C:4]([C:8]1[CH:13]=[CH:12][C:11](/[C:14](/[C:19]2[CH:24]=[CH:23][C:22]([Cl:25])=[C:21]([O:26][CH3:27])[N:20]=2)=[CH:15]\C(O)=O)=[CH:10][CH:9]=1)([CH3:7])([CH3:6])[CH3:5].[Br:28]N1C(=O)CCC1=O. Product: [Br:28]/[CH:15]=[C:14](/[C:19]1[N:20]=[C:21]([O:26][CH3:27])[C:22]([Cl:25])=[CH:23][CH:24]=1)\[C:11]1[CH:12]=[CH:13][C:8]([C:4]([CH3:7])([CH3:6])[CH3:5])=[CH:9][CH:10]=1. The catalyst class is: 66. (6) Reactant: [N+:1]([C:4]1[CH:5]=[C:6]([CH:8]=[C:9]([C:11]([F:14])([F:13])[F:12])[CH:10]=1)[NH2:7])([O-:3])=[O:2].C(N(CC)CC)C.[CH3:22][S:23](Cl)(=[O:25])=[O:24].CCOC(C)=O. Product: [N+:1]([C:4]1[CH:5]=[C:6]([NH:7][S:23]([CH3:22])(=[O:25])=[O:24])[CH:8]=[C:9]([C:11]([F:12])([F:13])[F:14])[CH:10]=1)([O-:3])=[O:2]. The catalyst class is: 2. (7) Reactant: C(OC([N:8]1[CH:13]2[CH2:14][CH2:15][CH:9]1[CH2:10][N:11]([C:16]([C:18]1[CH:19]=[N:20][C:21]([NH:24][C:25]3[N:26]=[CH:27][C:28]4[CH:33]=[C:32]([C:34](=[O:38])[N:35]([CH3:37])[CH3:36])[N:31]([CH:39]5[CH2:43][CH2:42][CH2:41][CH2:40]5)[C:29]=4[N:30]=3)=[CH:22][CH:23]=1)=[O:17])[CH2:12]2)=O)(C)(C)C.Cl.O1CCOCC1. Product: [CH3:36][N:35]([CH3:37])[C:34]([C:32]1[N:31]([CH:39]2[CH2:43][CH2:42][CH2:41][CH2:40]2)[C:29]2[N:30]=[C:25]([NH:24][C:21]3[CH:22]=[CH:23][C:18]([C:16]([N:11]4[CH2:10][CH:9]5[NH:8][CH:13]([CH2:14][CH2:15]5)[CH2:12]4)=[O:17])=[CH:19][N:20]=3)[N:26]=[CH:27][C:28]=2[CH:33]=1)=[O:38]. The catalyst class is: 2.